From a dataset of Full USPTO retrosynthesis dataset with 1.9M reactions from patents (1976-2016). Predict the reactants needed to synthesize the given product. (1) Given the product [Br:14][C:15]1[CH:24]=[C:23]2[C:18]([CH2:19][CH2:20][N:21]([C:11]([C:9]3[CH:10]=[C:5]4[N:4]=[CH:3][C:2]([Br:1])=[CH:7][N:6]4[N:8]=3)=[O:13])[CH:22]2[CH3:25])=[CH:17][CH:16]=1, predict the reactants needed to synthesize it. The reactants are: [Br:1][C:2]1[CH:3]=[N:4][C:5]2[N:6]([N:8]=[C:9]([C:11]([OH:13])=O)[CH:10]=2)[CH:7]=1.[Br:14][C:15]1[CH:24]=[C:23]2[C:18]([CH2:19][CH2:20][NH:21][CH:22]2[CH3:25])=[CH:17][CH:16]=1. (2) Given the product [C:47]([OH:49])(=[O:48])/[CH:46]=[CH:2]/[C:1]([OH:4])=[O:3].[C:47]([OH:49])(=[O:48])/[CH:46]=[CH:45]/[C:54]([OH:56])=[O:57].[CH:5]1([N:8]2[CH2:13][CH2:12][CH:11]([NH:14][C@@H:15]3[CH2:17][C@H:16]3[C:18]3[CH:19]=[C:20]([CH:30]=[CH:31][CH:32]=3)[C:21]([NH:23][C:24]3[S:25][C:26]([CH3:29])=[N:27][N:28]=3)=[O:22])[CH2:10][CH2:9]2)[CH2:7][CH2:6]1, predict the reactants needed to synthesize it. The reactants are: [C:1]([OH:4])(=[O:3])[CH3:2].[CH:5]1([N:8]2[CH2:13][CH2:12][CH:11]([NH:14][C@@H:15]3[CH2:17][C@H:16]3[C:18]3[CH:19]=[C:20]([CH:30]=[CH:31][CH:32]=3)[C:21]([NH:23][C:24]3[S:25][C:26]([CH3:29])=[N:27][N:28]=3)=[O:22])[CH2:10][CH2:9]2)[CH2:7][CH2:6]1.C(OC(N[C@@H]1C[C@H]1C1[CH:45]=[C:46](C=CC=1)[C:47]([O:49]C)=[O:48])=O)(C)(C)C.[C:54](=[O:57])([O-:56])O.[Na+]. (3) The reactants are: C([N:8]1[CH2:13][CH2:12][CH:11]([NH:14][C:15]2[CH:20]=[C:19]([O:21][CH3:22])[CH:18]=[CH:17][C:16]=2[C:23]2[NH:32][C:31](=[O:33])[C:30]3[C:25](=[CH:26][C:27]([O:36][CH3:37])=[CH:28][C:29]=3[O:34][CH3:35])[N:24]=2)[CH2:10][CH2:9]1)C1C=CC=CC=1. Given the product [CH3:35][O:34][C:29]1[CH:28]=[C:27]([O:36][CH3:37])[CH:26]=[C:25]2[C:30]=1[C:31](=[O:33])[NH:32][C:23]([C:16]1[CH:17]=[CH:18][C:19]([O:21][CH3:22])=[CH:20][C:15]=1[NH:14][CH:11]1[CH2:10][CH2:9][NH:8][CH2:13][CH2:12]1)=[N:24]2, predict the reactants needed to synthesize it.